Dataset: Forward reaction prediction with 1.9M reactions from USPTO patents (1976-2016). Task: Predict the product of the given reaction. (1) Given the reactants [NH2:1][CH2:2][CH2:3][CH2:4][CH2:5][CH2:6][NH:7][C:8]([CH2:10][CH2:11][N:12]1[CH2:17][CH2:16][CH:15]([O:18][C:19](=[O:33])[NH:20][C:21]2[CH:26]=[CH:25][CH:24]=[CH:23][C:22]=2[C:27]2[CH:32]=[CH:31][CH:30]=[CH:29][CH:28]=2)[CH2:14][CH2:13]1)=[O:9].[OH:34][C:35]1[CH:42]=[CH:41][C:38]([CH:39]=O)=[CH:37][CH:36]=1.C(O[BH-](OC(=O)C)OC(=O)C)(=O)C.[Na+], predict the reaction product. The product is: [OH:34][C:35]1[CH:42]=[CH:41][C:38]([CH2:39][NH:1][CH2:2][CH2:3][CH2:4][CH2:5][CH2:6][NH:7][C:8]([CH2:10][CH2:11][N:12]2[CH2:13][CH2:14][CH:15]([O:18][C:19](=[O:33])[NH:20][C:21]3[CH:26]=[CH:25][CH:24]=[CH:23][C:22]=3[C:27]3[CH:28]=[CH:29][CH:30]=[CH:31][CH:32]=3)[CH2:16][CH2:17]2)=[O:9])=[CH:37][CH:36]=1. (2) Given the reactants [NH:1]1[C:13]2[C:12]3[CH:11]=[CH:10][CH:9]=[CH:8][C:7]=3[N:6]=[CH:5][C:4]=2[N:3]=[CH:2]1.[NH:14]1[C:26]2[C:25]3[N:24]=[CH:23][CH:22]=[CH:21][C:20]=3[N:19]=[CH:18][C:17]=2[N:16]=[CH:15]1, predict the reaction product. The product is: [NH:1]1[C:13]2[C:12]3[C:7](=[C:8]([NH2:14])[CH:9]=[CH:10][CH:11]=3)[N:6]=[CH:5][C:4]=2[N:3]=[CH:2]1.[NH:14]1[C:26]2[C:25]3[C:20](=[C:21]([NH2:1])[CH:22]=[CH:23][N:24]=3)[N:19]=[CH:18][C:17]=2[N:16]=[CH:15]1. (3) Given the reactants [Cl:1][C:2]1[CH:16]=[CH:15][C:5]2[N:6]=[C:7]([N:9]3[CH2:14][CH2:13][NH:12][CH2:11][CH2:10]3)[O:8][C:4]=2[CH:3]=1.[N:17]1[CH:22]=[CH:21][CH:20]=[CH:19][C:18]=1[S:23]([NH:26][C:27]1[CH:35]=[CH:34][C:30]([C:31](O)=[O:32])=[CH:29][CH:28]=1)(=[O:25])=[O:24], predict the reaction product. The product is: [Cl:1][C:2]1[CH:16]=[CH:15][C:5]2[N:6]=[C:7]([N:9]3[CH2:14][CH2:13][N:12]([C:31]([C:30]4[CH:29]=[CH:28][C:27]([NH:26][S:23]([C:18]5[CH:19]=[CH:20][CH:21]=[CH:22][N:17]=5)(=[O:25])=[O:24])=[CH:35][CH:34]=4)=[O:32])[CH2:11][CH2:10]3)[O:8][C:4]=2[CH:3]=1. (4) Given the reactants Br[C:2]1[CH:10]=[CH:9][CH:8]=[C:7]2[C:3]=1[C:4]1([CH2:25][O:24][C:23]3[CH:26]=[C:27]4[C:31](=[CH:32][C:22]1=3)[CH2:30][CH2:29][O:28]4)[C:5](=[O:21])[N:6]2[CH2:11][C:12]1[O:13][C:14]([C:17]([F:20])([F:19])[F:18])=[CH:15][CH:16]=1.BrC1C=CC=C2C=1[C:36]1([C:52]3=CC4OCOC=4C=[C:51]3[O:50][CH2:49]1)C(=O)N2CCCCC.O1C=CC(B(O)O)=C1.CN(C)C1N=CC(B(O)O)=CC=1, predict the reaction product. The product is: [O:50]1[CH:51]=[CH:52][C:36]([C:2]2[CH:10]=[CH:9][CH:8]=[C:7]3[C:3]=2[C:4]2([CH2:25][O:24][C:23]4[CH:26]=[C:27]5[C:31](=[CH:32][C:22]2=4)[CH2:30][CH2:29][O:28]5)[C:5](=[O:21])[N:6]3[CH2:11][C:12]2[O:13][C:14]([C:17]([F:18])([F:20])[F:19])=[CH:15][CH:16]=2)=[CH:49]1. (5) Given the reactants C([O:3][C:4](=[O:24])[CH2:5][NH:6][C:7]([NH:9][C:10]1[CH:15]=[C:14]([C:16]2[CH:21]=[CH:20][CH:19]=[CH:18][C:17]=2[O:22][CH3:23])[N:13]=[CH:12][N:11]=1)=[O:8])C.[Li+].[OH-], predict the reaction product. The product is: [CH3:23][O:22][C:17]1[CH:18]=[CH:19][CH:20]=[CH:21][C:16]=1[C:14]1[N:13]=[CH:12][N:11]=[C:10]([NH:9][C:7](=[O:8])[NH:6][CH2:5][C:4]([OH:24])=[O:3])[CH:15]=1. (6) Given the reactants FC(F)(F)S(O[CH2:7][C:8]([F:11])([CH3:10])[CH3:9])(=O)=O.[CH3:14][C:15]1([CH3:42])[NH:27][CH:26]([C:28]2[C:33]([F:34])=[CH:32][C:31](/[CH:35]=[CH:36]/[C:37]([O:39][CH3:40])=[O:38])=[CH:30][C:29]=2[F:41])[C:18]2[NH:19][C:20]3[C:25]([C:17]=2[CH2:16]1)=[CH:24][CH:23]=[CH:22][CH:21]=3.C(N(C(C)C)C(C)C)C, predict the reaction product. The product is: [F:34][C:33]1[CH:32]=[C:31](/[CH:35]=[CH:36]/[C:37]([O:39][CH3:40])=[O:38])[CH:30]=[C:29]([F:41])[C:28]=1[CH:26]1[C:18]2[NH:19][C:20]3[C:25]([C:17]=2[CH2:16][C:15]([CH3:14])([CH3:42])[N:27]1[CH2:7][C:8]([F:11])([CH3:9])[CH3:10])=[CH:24][CH:23]=[CH:22][CH:21]=3.